This data is from Peptide-MHC class II binding affinity with 134,281 pairs from IEDB. The task is: Regression. Given a peptide amino acid sequence and an MHC pseudo amino acid sequence, predict their binding affinity value. This is MHC class II binding data. (1) The peptide sequence is KPVSKMRMATPLLMQALP. The MHC is HLA-DQA10301-DQB10301 with pseudo-sequence HLA-DQA10301-DQB10301. The binding affinity (normalized) is 0.555. (2) The peptide sequence is GELQAVDKIDAAFKI. The MHC is DRB1_0701 with pseudo-sequence DRB1_0701. The binding affinity (normalized) is 0.620. (3) The binding affinity (normalized) is 0.353. The peptide sequence is TIGTSVEESEMFMPR. The MHC is DRB1_0301 with pseudo-sequence DRB1_0301.